This data is from Reaction yield outcomes from USPTO patents with 853,638 reactions. The task is: Predict the reaction yield, written as a fraction of the theoretical maximum amount of product (1.0 means a 100% yield; for example, 0.34 means a 34% yield). The reactants are [C:1]([C:5]1[CH:9]=[C:8]([NH2:10])[N:7]([C:11]2[C:16]([CH3:17])=[CH:15][CH:14]=[CH:13][C:12]=2[O:18][CH3:19])[N:6]=1)([CH3:4])([CH3:3])[CH3:2].[Br:20]Br. The catalyst is C(O)(=O)C.O. The product is [Br:20][C:9]1[C:5]([C:1]([CH3:4])([CH3:2])[CH3:3])=[N:6][N:7]([C:11]2[C:16]([CH3:17])=[CH:15][CH:14]=[CH:13][C:12]=2[O:18][CH3:19])[C:8]=1[NH2:10]. The yield is 1.02.